From a dataset of TCR-epitope binding with 47,182 pairs between 192 epitopes and 23,139 TCRs. Binary Classification. Given a T-cell receptor sequence (or CDR3 region) and an epitope sequence, predict whether binding occurs between them. (1) The epitope is YVLDHLIVV. The TCR CDR3 sequence is CAIRPFLGQDDNYGYTF. Result: 0 (the TCR does not bind to the epitope). (2) The epitope is KTSVDCTMYI. The TCR CDR3 sequence is CASGDPGGVSGYGTQYF. Result: 1 (the TCR binds to the epitope).